From a dataset of Forward reaction prediction with 1.9M reactions from USPTO patents (1976-2016). Predict the product of the given reaction. (1) Given the reactants Cl[C:2]1[N:7]=[C:6]([N:8]2[C:16]3[C:11](=[CH:12][CH:13]=[CH:14][CH:15]=3)[CH2:10][CH2:9]2)[N:5]=[C:4]([NH2:17])[N:3]=1.[C-:18]#[N:19].[K+].C1OCCOCCOCCOCCOCCOC1, predict the reaction product. The product is: [NH2:17][C:4]1[N:5]=[C:6]([N:8]2[C:16]3[C:11](=[CH:12][CH:13]=[CH:14][CH:15]=3)[CH2:10][CH2:9]2)[N:7]=[C:2]([C:18]#[N:19])[N:3]=1. (2) Given the reactants [CH2:1]([O:4][C:5](=[O:49])[CH:6]([NH:15][C:16]([O:18][C:19]1[CH:24]=[CH:23][C:22]([CH2:25][O:26][C:27](=[O:48])[NH:28][C:29]2[CH:34]=[C:33]([O:35][CH3:36])[C:32]([O:37][CH3:38])=[CH:31][C:30]=2[C:39]([N:41]2[CH2:45][CH2:44][CH2:43][CH:42]2[CH2:46][OH:47])=[O:40])=[CH:21][CH:20]=1)=[O:17])[CH2:7][CH2:8][C:9]([O:11][CH2:12][CH:13]=[CH2:14])=[O:10])[CH:2]=[CH2:3].[Cr](O[Cr]([O-])(=O)=O)([O-])(=O)=O.[NH+]1C=CC=CC=1.[NH+]1C=CC=CC=1.CCOC(C)=O, predict the reaction product. The product is: [CH2:1]([O:4][C:5](=[O:49])[CH:6]([NH:15][C:16]([O:18][C:19]1[CH:20]=[CH:21][C:22]([CH2:25][O:26][C:27]([N:28]2[C:29]3[CH:34]=[C:33]([O:35][CH3:36])[C:32]([O:37][CH3:38])=[CH:31][C:30]=3[C:39](=[O:40])[N:41]3[CH2:45][CH2:44][CH2:43][C@H:42]3[C@@H:46]2[OH:47])=[O:48])=[CH:23][CH:24]=1)=[O:17])[CH2:7][CH2:8][C:9]([O:11][CH2:12][CH:13]=[CH2:14])=[O:10])[CH:2]=[CH2:3].